This data is from Catalyst prediction with 721,799 reactions and 888 catalyst types from USPTO. The task is: Predict which catalyst facilitates the given reaction. Reactant: Cl.Cl.[O:3]1[C:7]2[CH:8]=[CH:9][CH:10]=[C:11]([CH:12]3[CH2:17][CH2:16][N:15]([CH2:18][CH2:19][C@H:20]4[CH2:25][CH2:24][C@H:23]([NH2:26])[CH2:22][CH2:21]4)[CH2:14][CH2:13]3)[C:6]=2[CH2:5][CH2:4]1.C(N(CC)C(C)C)(C)C.[F:36][C:37]([F:48])([F:47])[C:38](O[C:38](=[O:39])[C:37]([F:48])([F:47])[F:36])=[O:39]. Product: [O:3]1[C:7]2[CH:8]=[CH:9][CH:10]=[C:11]([CH:12]3[CH2:17][CH2:16][N:15]([CH2:18][CH2:19][C@H:20]4[CH2:21][CH2:22][C@H:23]([NH:26][C:38](=[O:39])[C:37]([F:48])([F:47])[F:36])[CH2:24][CH2:25]4)[CH2:14][CH2:13]3)[C:6]=2[CH2:5][CH2:4]1. The catalyst class is: 4.